Dataset: Catalyst prediction with 721,799 reactions and 888 catalyst types from USPTO. Task: Predict which catalyst facilitates the given reaction. Reactant: [CH2:1]([O:3][C:4]([N:6]1[CH2:11][CH2:10][N:9]([C:12](=[O:41])[C@@H:13]([NH:23]C(OCC2C3C=CC=CC=3C3C2=CC=CC=3)=O)[CH2:14][NH:15][C:16]([O:18][C:19]([CH3:22])([CH3:21])[CH3:20])=[O:17])[CH2:8][CH2:7]1)=[O:5])[CH3:2].C(S)CCCCCCC.C1CCN2C(=NCCC2)CC1. Product: [CH2:1]([O:3][C:4]([N:6]1[CH2:7][CH2:8][N:9]([C:12](=[O:41])[C@@H:13]([NH2:23])[CH2:14][NH:15][C:16]([O:18][C:19]([CH3:21])([CH3:20])[CH3:22])=[O:17])[CH2:10][CH2:11]1)=[O:5])[CH3:2]. The catalyst class is: 1.